From a dataset of Reaction yield outcomes from USPTO patents with 853,638 reactions. Predict the reaction yield, written as a fraction of the theoretical maximum amount of product (1.0 means a 100% yield; for example, 0.34 means a 34% yield). (1) The reactants are [CH3:1][S:2][CH:3]([C:5]1[CH:6]=[CH:7][C:8]([C:11]([F:17])([F:16])[C:12]([F:15])([F:14])[F:13])=[N:9][CH:10]=1)[CH3:4].[N:18]#[C:19][NH2:20].C(O)(=O)C.C(O)(=O)C.IC1C=CC=CC=1. The catalyst is C1COCC1. The product is [F:16][C:11]([F:17])([C:8]1[N:9]=[CH:10][C:5]([CH:3]([S:2]([CH3:1])=[N:20][C:19]#[N:18])[CH3:4])=[CH:6][CH:7]=1)[C:12]([F:13])([F:14])[F:15]. The yield is 0.850. (2) The reactants are [C:1]([O:5][C:6]([N:8]1[CH2:13][CH2:12][CH:11]([C:14]2[NH:15][C:16]3[C:21]([CH:22]=2)=[CH:20][C:19]([CH2:23]O)=[CH:18][C:17]=3[N+:25]([O-:27])=[O:26])[CH2:10][CH2:9]1)=[O:7])([CH3:4])([CH3:3])[CH3:2].[O:28]=[S:29]1(=[O:35])[CH2:34][CH2:33][NH:32][CH2:31][CH2:30]1.C1(P(C2C=CC=CC=2)C2C=CC=CC=2)C=CC=CC=1.II.C(=O)(O)[O-].[Na+]. The catalyst is C1COCC1. The product is [C:1]([O:5][C:6]([N:8]1[CH2:13][CH2:12][CH:11]([C:14]2[NH:15][C:16]3[C:21]([CH:22]=2)=[CH:20][C:19]([CH2:23][N:32]2[CH2:33][CH2:34][S:29](=[O:35])(=[O:28])[CH2:30][CH2:31]2)=[CH:18][C:17]=3[N+:25]([O-:27])=[O:26])[CH2:10][CH2:9]1)=[O:7])([CH3:3])([CH3:4])[CH3:2]. The yield is 0.440. (3) The reactants are [Cl:1][C:2]1[C:3](F)=[CH:4][C:5]([F:22])=[C:6]([S:8]([N:11](COCC)[C:12]2[CH:17]=[CH:16][N:15]=[CH:14][N:13]=2)(=[O:10])=[O:9])[CH:7]=1.ClC1C(F)=CC(F)=C(S(/N=C2/N=CN(COCC)C=C/2)(=O)=O)C=1.[Cl:47][C:48]1[CH:53]=[CH:52][C:51]([OH:54])=[C:50]([C:55]2[N:59]([CH3:60])[N:58]=[CH:57][CH:56]=2)[CH:49]=1.C(=O)([O-])[O-].[K+].[K+]. The catalyst is CS(C)=O.C(OCC)(=O)C. The product is [Cl:1][C:2]1[C:3]([O:54][C:51]2[CH:52]=[CH:53][C:48]([Cl:47])=[CH:49][C:50]=2[C:55]2[N:59]([CH3:60])[N:58]=[CH:57][CH:56]=2)=[CH:4][C:5]([F:22])=[C:6]([S:8]([NH:11][C:12]2[CH:17]=[CH:16][N:15]=[CH:14][N:13]=2)(=[O:9])=[O:10])[CH:7]=1. The yield is 0.270. (4) The reactants are [Br:1][C:2]1[CH:3]=[CH:4][CH:5]=[C:6]2[C:11]=1[N:10]=[C:9](Cl)[N:8]([CH:13]([CH3:15])[CH3:14])[C:7]2=[O:16].[C:17]([NH2:21])([CH3:20])([CH3:19])[CH3:18].O. The catalyst is C(Cl)Cl. The product is [Br:1][C:2]1[CH:3]=[CH:4][CH:5]=[C:6]2[C:11]=1[N:10]=[C:9]([NH:21][C:17]([CH3:20])([CH3:19])[CH3:18])[N:8]([CH:13]([CH3:15])[CH3:14])[C:7]2=[O:16]. The yield is 0.870. (5) The yield is 0.640. The product is [C:43]([O:46][C@H:47]1[CH2:51][C@H:50]([N:52]2[CH:60]=[N:59][C:58]3[C:53]2=[N:54][CH:55]=[N:56][C:57]=3[C:26]2[CH:31]=[CH:30][CH:29]=[CH:28][CH:27]=2)[O:49][C@@H:48]1[CH2:62][O:63][Si:64]([C:67]([CH3:70])([CH3:69])[CH3:68])([CH3:66])[CH3:65])(=[O:45])[CH3:44]. The reactants are C1(P(C2CCCCC2)C2C=CC=CC=2C2C=CC=CC=2)CCCCC1.[C:26]1(B(O)O)[CH:31]=[CH:30][CH:29]=[CH:28][CH:27]=1.[O-]P([O-])([O-])=O.[K+].[K+].[K+].[C:43]([O:46][C@H:47]1[CH2:51][C@H:50]([N:52]2[CH:60]=[N:59][C:58]3[C:53]2=[N:54][CH:55]=[N:56][C:57]=3Br)[O:49][C@@H:48]1[CH2:62][O:63][Si:64]([C:67]([CH3:70])([CH3:69])[CH3:68])([CH3:66])[CH3:65])(=[O:45])[CH3:44]. The catalyst is O1CCOCC1.CC([O-])=O.CC([O-])=O.[Pd+2]. (6) The product is [Cl:1][C:2]1[CH:7]=[CH:6][C:5]([C:8]2[C:14]3[CH:15]=[C:16]([O:19][CH2:41][CH2:42][O:43][CH2:44][CH2:45][O:46][CH2:47][CH2:48][O:49][CH2:50][CH2:51][O:52][CH2:53][CH2:54][O:55][CH2:56][CH2:57][O:58][CH2:59][CH2:60][O:61][CH2:62][CH2:63][O:64][CH2:65][CH2:66][O:67][CH2:68][CH2:69][NH:70][C:71](=[O:97])[CH2:72][C@@H:73]4[N:79]=[C:78]([C:80]5[CH:85]=[CH:84][C:83]([Cl:86])=[CH:82][CH:81]=5)[C:77]5[CH:87]=[C:88]([O:91][CH3:92])[CH:89]=[CH:90][C:76]=5[N:75]5[C:93]([CH3:96])=[N:94][N:95]=[C:74]45)[CH:17]=[CH:18][C:13]=3[N:12]3[C:20]([CH3:23])=[N:21][N:22]=[C:11]3[C@H:10]([CH2:24][C:25]([NH:27][CH2:28][CH3:29])=[O:26])[N:9]=2)=[CH:4][CH:3]=1. The yield is 0.0900. The reactants are [Cl:1][C:2]1[CH:7]=[CH:6][C:5]([C:8]2[C:14]3[CH:15]=[C:16]([OH:19])[CH:17]=[CH:18][C:13]=3[N:12]3[C:20]([CH3:23])=[N:21][N:22]=[C:11]3[C@H:10]([CH2:24][C:25]([NH:27][CH2:28][CH3:29])=[O:26])[N:9]=2)=[CH:4][CH:3]=1.C(=O)([O-])[O-].[K+].[K+].CS(O[CH2:41][CH2:42][O:43][CH2:44][CH2:45][O:46][CH2:47][CH2:48][O:49][CH2:50][CH2:51][O:52][CH2:53][CH2:54][O:55][CH2:56][CH2:57][O:58][CH2:59][CH2:60][O:61][CH2:62][CH2:63][O:64][CH2:65][CH2:66][O:67][CH2:68][CH2:69][NH:70][C:71](=[O:97])[CH2:72][C@@H:73]1[N:79]=[C:78]([C:80]2[CH:85]=[CH:84][C:83]([Cl:86])=[CH:82][CH:81]=2)[C:77]2[CH:87]=[C:88]([O:91][CH3:92])[CH:89]=[CH:90][C:76]=2[N:75]2[C:93]([CH3:96])=[N:94][N:95]=[C:74]12)(=O)=O. The catalyst is O. (7) The reactants are [C:1]([O:5][C:6]([NH:8][C@H:9]([CH2:13][CH2:14][C:15]1[CH:20]=[CH:19][C:18]([C:21]([F:24])([F:23])[F:22])=[CH:17][CH:16]=1)[C:10]([OH:12])=O)=[O:7])([CH3:4])([CH3:3])[CH3:2].[NH2:25][C:26]1[CH:27]=[CH:28][C:29]2[C:33]([CH3:35])([CH3:34])[O:32][B:31]([OH:36])[C:30]=2[CH:37]=1.CCN(C(C)C)C(C)C.CN(C(ON1N=NC2C=CC=NC1=2)=[N+](C)C)C.F[P-](F)(F)(F)(F)F. The catalyst is C(Cl)Cl. The product is [OH:36][B:31]1[C:30]2[CH:37]=[C:26]([NH:25][C:10](=[O:12])[C@H:9]([NH:8][C:6](=[O:7])[O:5][C:1]([CH3:4])([CH3:2])[CH3:3])[CH2:13][CH2:14][C:15]3[CH:20]=[CH:19][C:18]([C:21]([F:22])([F:24])[F:23])=[CH:17][CH:16]=3)[CH:27]=[CH:28][C:29]=2[C:33]([CH3:35])([CH3:34])[O:32]1. The yield is 0.990. (8) The reactants are [C:1]([N:8]1[CH2:15][CH2:14][CH2:13][C@H:9]1[C:10]([OH:12])=[O:11])([O:3][C:4]([CH3:7])([CH3:6])[CH3:5])=[O:2].C(N(CC)CC)C.ClC(OCC)=O.[CH2:29]([O:36][C:37](=[O:52])[C@H:38]([CH2:40][CH2:41][C:42]([O:44][CH2:45][C:46]1[CH:51]=[CH:50][CH:49]=[CH:48][CH:47]=1)=[O:43])[NH2:39])[C:30]1[CH:35]=[CH:34][CH:33]=[CH:32][CH:31]=1. The catalyst is ClCCl. The product is [C:1]([N:8]1[CH2:15][CH2:14][CH2:13][C@H:9]1[C:10]([OH:12])=[O:11])([O:3][C:4]([CH3:7])([CH3:6])[CH3:5])=[O:2].[CH2:29]([O:36][C:37](=[O:52])[C@H:38]([CH2:40][CH2:41][C:42]([O:44][CH2:45][C:46]1[CH:51]=[CH:50][CH:49]=[CH:48][CH:47]=1)=[O:43])[NH2:39])[C:30]1[CH:31]=[CH:32][CH:33]=[CH:34][CH:35]=1. The yield is 0.950.